From a dataset of Peptide-MHC class II binding affinity with 134,281 pairs from IEDB. Regression. Given a peptide amino acid sequence and an MHC pseudo amino acid sequence, predict their binding affinity value. This is MHC class II binding data. (1) The peptide sequence is EWEFVNTPPLVKLWY. The MHC is DRB5_0101 with pseudo-sequence DRB5_0101. The binding affinity (normalized) is 0.759. (2) The peptide sequence is TVWAQSAAFPAFKPE. The MHC is HLA-DQA10301-DQB10302 with pseudo-sequence HLA-DQA10301-DQB10302. The binding affinity (normalized) is 0.400. (3) The peptide sequence is PVIVADDLTAAINKG. The MHC is DRB1_0802 with pseudo-sequence DRB1_0802. The binding affinity (normalized) is 0.475. (4) The peptide sequence is YLMDEEVPAYDKH. The MHC is HLA-DPA10301-DPB10402 with pseudo-sequence HLA-DPA10301-DPB10402. The binding affinity (normalized) is 0.131. (5) The peptide sequence is TVLAFPAGVCPTIGV. The MHC is DRB1_0901 with pseudo-sequence DRB1_0901. The binding affinity (normalized) is 0.443.